Dataset: Reaction yield outcomes from USPTO patents with 853,638 reactions. Task: Predict the reaction yield, written as a fraction of the theoretical maximum amount of product (1.0 means a 100% yield; for example, 0.34 means a 34% yield). (1) The yield is 0.480. The product is [O:1]1[CH2:2][CH2:3][N:4]([C:5]([O:6][CH3:7])=[O:8])[S:16]1=[O:17]. The reactants are [OH:1][CH2:2][CH2:3][NH:4][C:5](=[O:8])[O:6][CH3:7].C(N(CC)CC)C.[S:16](Cl)(Cl)=[O:17].CO. The catalyst is ClCCl. (2) The product is [CH2:15]([C:2]1[CH:3]=[C:4]([CH2:10][C:11]#[N:12])[CH:5]=[N:6][C:7]=1[CH2:8][CH3:9])[CH:14]=[CH2:13]. The reactants are Cl[C:2]1[CH:3]=[C:4]([CH2:10][C:11]#[N:12])[CH:5]=[N:6][C:7]=1[CH2:8][CH3:9].[CH2:13]([Sn](CCCC)(CCCC)CCCC)[CH:14]=[CH2:15]. The catalyst is C(#N)C.CS(C)=O.[F-].[K+].C(OCC)(=O)C.C1(P(C2C=CC=CC=2)[C-]2C=CC=C2)C=CC=CC=1.[C-]1(P(C2C=CC=CC=2)C2C=CC=CC=2)C=CC=C1.[Fe+2].Cl[Ni]Cl. The yield is 0.790. (3) The reactants are [NH2:1][C@H:2]([C@H:7]([C:9]1[C:17]2[C:12](=[CH:13][CH:14]=[CH:15][CH:16]=2)[NH:11][CH:10]=1)[CH3:8])[C:3]([O:5][CH3:6])=[O:4].[C:18]([N:26]1[CH2:31][CH2:30][CH:29]([C:32](O)=[O:33])[CH2:28][CH2:27]1)(=[O:25])[C:19]1[CH:24]=[CH:23][CH:22]=[CH:21][CH:20]=1.CCN=C=NCCCN(C)C.C1C=CC2N(O)N=NC=2C=1.C(=O)([O-])[O-].[Na+].[Na+]. The catalyst is C(#N)C.C(OCC)(=O)C. The product is [C:18]([N:26]1[CH2:31][CH2:30][CH:29]([C:32]([NH:1][C@H:2]([C@H:7]([C:9]2[C:17]3[C:12](=[CH:13][CH:14]=[CH:15][CH:16]=3)[NH:11][CH:10]=2)[CH3:8])[C:3]([O:5][CH3:6])=[O:4])=[O:33])[CH2:28][CH2:27]1)(=[O:25])[C:19]1[CH:20]=[CH:21][CH:22]=[CH:23][CH:24]=1. The yield is 0.820. (4) The reactants are [CH2:1]([O:8][C:9]1[CH:10]=[CH:11][C:12]([S:18]([NH2:21])(=[O:20])=[O:19])=[N:13][C:14]=1[N+:15]([O-:17])=[O:16])[C:2]1[CH:7]=[CH:6][CH:5]=[CH:4][CH:3]=1.[CH3:22][C:23]1[CH:50]=[CH:49][CH:48]=[C:47]([CH3:51])[C:24]=1[O:25][C:26]1[C:31]([C:32](O)=[O:33])=[CH:30][CH:29]=[C:28]([C:35]2[CH:40]=[C:39]([O:41][CH2:42][CH:43]([CH3:45])[CH3:44])[CH:38]=[C:37]([F:46])[CH:36]=2)[N:27]=1.CN(C(ON1N=NC2C=CC=NC1=2)=[N+](C)C)C.F[P-](F)(F)(F)(F)F.C(=O)([O-])[O-].[K+].[K+]. The catalyst is CN(C=O)C. The product is [CH2:1]([O:8][C:9]1[CH:10]=[CH:11][C:12]([S:18]([NH:21][C:32]([C:31]2[C:26]([O:25][C:24]3[C:23]([CH3:22])=[CH:50][CH:49]=[CH:48][C:47]=3[CH3:51])=[N:27][C:28]([C:35]3[CH:40]=[C:39]([O:41][CH2:42][CH:43]([CH3:45])[CH3:44])[CH:38]=[C:37]([F:46])[CH:36]=3)=[CH:29][CH:30]=2)=[O:33])(=[O:20])=[O:19])=[N:13][C:14]=1[N+:15]([O-:17])=[O:16])[C:2]1[CH:7]=[CH:6][CH:5]=[CH:4][CH:3]=1. The yield is 0.630. (5) The reactants are [Cl:1][C:2]1[CH:3]=[C:4]([C:13]([F:20])([F:19])[C:14]([O:16]CC)=[O:15])[CH:5]=[CH:6][C:7]=1[O:8][C:9]([F:12])([F:11])[F:10].O.[OH-].[Li+]. The catalyst is CO.O1CCCC1.O. The product is [Cl:1][C:2]1[CH:3]=[C:4]([C:13]([F:19])([F:20])[C:14]([OH:16])=[O:15])[CH:5]=[CH:6][C:7]=1[O:8][C:9]([F:12])([F:11])[F:10]. The yield is 0.440. (6) The reactants are Br[C:2]1[CH:3]=[CH:4][C:5]2[O:11][CH2:10][CH2:9][N:8]3[C:12]([C:18]([F:21])([F:20])[F:19])=[C:13]([C:15]([NH2:17])=[O:16])[N:14]=[C:7]3[C:6]=2[CH:22]=1.[C:23]([C@:25]1([OH:32])[CH2:29][CH2:28][N:27]([CH3:30])[C:26]1=[O:31])#[CH:24]. No catalyst specified. The product is [OH:32][C@@:25]1([C:23]#[C:24][C:2]2[CH:3]=[CH:4][C:5]3[O:11][CH2:10][CH2:9][N:8]4[C:12]([C:18]([F:21])([F:20])[F:19])=[C:13]([C:15]([NH2:17])=[O:16])[N:14]=[C:7]4[C:6]=3[CH:22]=2)[CH2:29][CH2:28][N:27]([CH3:30])[C:26]1=[O:31]. The yield is 0.483. (7) The reactants are [C:1]([NH:9][C:10]1[CH:15]=[CH:14][C:13]([S:16][S:16][C:13]2[CH:12]=[CH:11][C:10]([NH:9][C:1](=[O:8])[C:2]3[CH:7]=[CH:6][CH:5]=[CH:4][CH:3]=3)=[CH:15][CH:14]=2)=[CH:12][CH:11]=1)(=[O:8])[C:2]1[CH:7]=[CH:6][CH:5]=[CH:4][CH:3]=1. The catalyst is C(O)(=O)C.[Zn]. The product is [SH:16][C:13]1[CH:12]=[CH:11][C:10]([NH:9][C:1](=[O:8])[C:2]2[CH:7]=[CH:6][CH:5]=[CH:4][CH:3]=2)=[CH:15][CH:14]=1. The yield is 0.880. (8) The reactants are [CH2:1]([S:3]([C:6]1[CH:7]=[CH:8][C:9](F)=[C:10]([C:12]2[C:13]3[CH:22]=[C:21]([C:23]([O:25][CH2:26][CH3:27])=[O:24])[NH:20][C:14]=3[C:15](=[O:19])[N:16]([CH3:18])[CH:17]=2)[CH:11]=1)(=[O:5])=[O:4])[CH3:2].[F:29][C:30]1([F:35])[CH2:32][CH:31]1[CH2:33][OH:34].C([O-])([O-])=O.[Cs+].[Cs+].C(OCC)(=O)C. The catalyst is CS(C)=O.O. The product is [F:29][C:30]1([F:35])[CH2:32][CH:31]1[CH2:33][O:34][C:9]1[CH:8]=[CH:7][C:6]([S:3]([CH2:1][CH3:2])(=[O:5])=[O:4])=[CH:11][C:10]=1[C:12]1[C:13]2[CH:22]=[C:21]([C:23]([O:25][CH2:26][CH3:27])=[O:24])[NH:20][C:14]=2[C:15](=[O:19])[N:16]([CH3:18])[CH:17]=1. The yield is 0.920. (9) The reactants are [C:1]([O:5][C:6]([N:8]1[C:16]2[C:11](=[CH:12][C:13]([CH:17]=[CH:18][C:19](OC)=[O:20])=[CH:14][CH:15]=2)[CH:10]=[C:9]1C)=[O:7])([CH3:4])([CH3:3])[CH3:2].[H-].[H-].[H-].[H-].[Li+].[Al+3]. The catalyst is C1COCC1. The product is [C:1]([O:5][C:6]([N:8]1[C:16]2[C:11](=[CH:12][C:13]([CH:17]=[CH:18][CH2:19][OH:20])=[CH:14][CH:15]=2)[CH:10]=[CH:9]1)=[O:7])([CH3:4])([CH3:3])[CH3:2]. The yield is 0.700. (10) The reactants are [CH2:1]([N:8]1[CH:12]=[C:11]([CH3:13])[N:10]=[C:9]1[CH:14]=O)[C:2]1[CH:7]=[CH:6][CH:5]=[CH:4][CH:3]=1.[CH:16](=[N:23]/[C:24]1[CH:32]=[CH:31][CH:30]=[C:29]2[C:25]=1[CH2:26][O:27][C:28]2=[O:33])\[C:17]1[CH:22]=[CH:21][CH:20]=[CH:19][CH:18]=1.[CH3:34][O-:35].[Na+].C(OCC)(=O)CC. No catalyst specified. The product is [CH2:1]([N:8]1[CH:12]=[C:11]([CH3:13])[N:10]=[C:9]1[CH:14]1[C:34](=[O:35])[C:25]2[C:29]([C:28]([O:27][CH3:26])=[O:33])=[CH:30][CH:31]=[CH:32][C:24]=2[NH:23][CH:16]1[C:17]1[CH:22]=[CH:21][CH:20]=[CH:19][CH:18]=1)[C:2]1[CH:3]=[CH:4][CH:5]=[CH:6][CH:7]=1. The yield is 0.250.